From a dataset of Forward reaction prediction with 1.9M reactions from USPTO patents (1976-2016). Predict the product of the given reaction. (1) Given the reactants [CH3:1][N:2]1[CH2:7][CH2:6][N:5]([C:8](=[O:22])/[CH:9]=[CH:10]/[C:11]2[N:16]=[C:15](/[CH:17]=[CH:18]/[C:19](O)=[O:20])[CH:14]=[CH:13][CH:12]=2)[CH2:4][CH2:3]1.C(Cl)CCl.C1C=CC2[N:35]([OH:36])N=NC=2C=1.NOC1CCCCO1, predict the reaction product. The product is: [OH:36][NH:35][C:19](=[O:20])/[CH:18]=[CH:17]/[C:15]1[CH:14]=[CH:13][CH:12]=[C:11](/[CH:10]=[CH:9]/[C:8]([N:5]2[CH2:6][CH2:7][N:2]([CH3:1])[CH2:3][CH2:4]2)=[O:22])[N:16]=1. (2) Given the reactants [CH2:1]([C:3]1[C:11]2[C:6](=[CH:7][CH:8]=[CH:9][C:10]=2[NH:12][C:13]([C:15]2[N:19]3[CH:20]=[CH:21][CH:22]=[CH:23][C:18]3=[N:17][CH:16]=2)=[O:14])[N:5]([CH2:24][C:25]2[CH:30]=[CH:29][CH:28]=[C:27]([OH:31])[N:26]=2)[N:4]=1)[CH3:2].CS(O[C@@H:37]1[CH2:41][CH2:40][N:39]([C:42]([O:44][C:45]([CH3:48])([CH3:47])[CH3:46])=[O:43])[CH2:38]1)(=O)=O.C([O-])([O-])=O.[Cs+].[Cs+], predict the reaction product. The product is: [CH2:1]([C:3]1[C:11]2[C:6](=[CH:7][CH:8]=[CH:9][C:10]=2[NH:12][C:13]([C:15]2[N:19]3[CH:20]=[CH:21][CH:22]=[CH:23][C:18]3=[N:17][CH:16]=2)=[O:14])[N:5]([CH2:24][C:25]2[N:26]=[C:27]([O:31][C@H:41]3[CH2:37][CH2:38][N:39]([C:42]([O:44][C:45]([CH3:48])([CH3:47])[CH3:46])=[O:43])[CH2:40]3)[CH:28]=[CH:29][CH:30]=2)[N:4]=1)[CH3:2]. (3) Given the reactants [F:1][C:2]1[C:11]([OH:12])=[C:10]2[C:5]([CH:6]=[CH:7][C:8]([O:13][CH3:14])=[N:9]2)=[CH:4][CH:3]=1.C1C(=O)N([Br:22])C(=O)C1, predict the reaction product. The product is: [Br:22][C:4]1[CH:3]=[C:2]([F:1])[C:11]([OH:12])=[C:10]2[C:5]=1[CH:6]=[CH:7][C:8]([O:13][CH3:14])=[N:9]2. (4) Given the reactants [CH3:1][O:2][C:3]1[CH:4]=[C:5]2[C:10](=[CH:11][C:12]=1[O:13][CH3:14])[C:9]([CH3:15])=[N:8][C:7]([OH:16])=[CH:6]2.[OH-].[K+].Cl.Cl[CH2:21][C:22]1[CH:23]=[N:24][C:25]2[C:30]([CH:31]=1)=[CH:29][CH:28]=[CH:27][CH:26]=2, predict the reaction product. The product is: [CH3:1][O:2][C:3]1[CH:4]=[C:5]2[C:10](=[CH:11][C:12]=1[O:13][CH3:14])[C:9]([CH3:15])=[N:8][C:7]([OH:16])=[C:6]2[CH2:21][C:22]1[CH:23]=[N:24][C:25]2[C:30]([CH:31]=1)=[CH:29][CH:28]=[CH:27][CH:26]=2. (5) Given the reactants [F-].C([N+](CCCC)(CCCC)CCCC)CCC.C([Si]([O:26][CH2:27][C:28]1[CH:33]=[CH:32][CH:31]=[C:30]([S:34][CH:35]2[CH2:39][CH2:38][CH2:37][CH2:36]2)[CH:29]=1)(C)C)(C)(C)C, predict the reaction product. The product is: [CH:35]1([S:34][C:30]2[CH:29]=[C:28]([CH2:27][OH:26])[CH:33]=[CH:32][CH:31]=2)[CH2:39][CH2:38][CH2:37][CH2:36]1.